This data is from Catalyst prediction with 721,799 reactions and 888 catalyst types from USPTO. The task is: Predict which catalyst facilitates the given reaction. (1) Reactant: Cl.[N:2]12[CH2:9][CH2:8][CH:5]([CH2:6][CH2:7]1)[C@@H:4]([NH:10][C:11]([C:13]1[S:14][C:15]3[CH:21]=[C:20]([NH2:22])[CH:19]=[CH:18][C:16]=3[CH:17]=1)=[O:12])[CH2:3]2.C(N(CC)CC)C.[CH3:30][S:31]([Cl:34])(=[O:33])=[O:32]. Product: [ClH:34].[N:2]12[CH2:7][CH2:6][CH:5]([CH2:8][CH2:9]1)[C@@H:4]([NH:10][C:11]([C:13]1[S:14][C:15]3[CH:21]=[C:20]([NH:22][S:31]([CH3:30])(=[O:33])=[O:32])[CH:19]=[CH:18][C:16]=3[CH:17]=1)=[O:12])[CH2:3]2. The catalyst class is: 239. (2) The catalyst class is: 9. Product: [CH2:15]([O:8][C:7]1[C:2]([I:1])=[N:3][CH:4]=[CH:5][CH:6]=1)[CH3:16]. Reactant: [I:1][C:2]1[C:7]([OH:8])=[CH:6][CH:5]=[CH:4][N:3]=1.C(=O)([O-])[O-].[K+].[K+].[CH2:15](I)[CH3:16]. (3) Reactant: [CH3:1][Si:2]([C:5]#[CH:6])([CH3:4])[CH3:3].[Li]CCCC.[C:12]([SiH2:16][O:17][C:18]([CH3:27])([CH3:26])[CH:19]1[CH2:24][C:23](=[O:25])[CH2:22][CH2:21][O:20]1)([CH3:15])([CH3:14])[CH3:13]. Product: [C:12]([SiH2:16][O:17][C:18]([CH3:27])([CH3:26])[CH:19]1[CH2:24][C:23]([C:6]#[C:5][Si:2]([CH3:4])([CH3:3])[CH3:1])([OH:25])[CH2:22][CH2:21][O:20]1)([CH3:15])([CH3:13])[CH3:14]. The catalyst class is: 1. (4) Reactant: [NH2:1][C:2]1[C:3]([F:15])=[C:4]([NH:9][S:10]([CH2:13][CH3:14])(=[O:12])=[O:11])[CH:5]=[CH:6][C:7]=1[F:8].[H-].[Na+].[CH3:18][O:19][C:20]1[CH:27]=[CH:26][C:23]([CH2:24]Cl)=[CH:22][CH:21]=1. Product: [NH2:1][C:2]1[C:3]([F:15])=[C:4]([N:9]([CH2:24][C:23]2[CH:26]=[CH:27][C:20]([O:19][CH3:18])=[CH:21][CH:22]=2)[S:10]([CH2:13][CH3:14])(=[O:12])=[O:11])[CH:5]=[CH:6][C:7]=1[F:8]. The catalyst class is: 9. (5) Reactant: [Br:1][C:2]1[CH:7]=[CH:6][C:5]([CH2:8][C:9]([OH:11])=O)=[C:4]([F:12])[CH:3]=1.[Cl:13][C:14]1[CH:15]=[C:16]([CH:18]=[CH:19][C:20]=1[Cl:21])[NH2:17].CN(C(ON1N=NC2C=CC=NC1=2)=[N+](C)C)C.F[P-](F)(F)(F)(F)F.CCN(CC)CC. Product: [Br:1][C:2]1[CH:7]=[CH:6][C:5]([CH2:8][C:9]([NH:17][C:16]2[CH:18]=[CH:19][C:20]([Cl:21])=[C:14]([Cl:13])[CH:15]=2)=[O:11])=[C:4]([F:12])[CH:3]=1. The catalyst class is: 2.